This data is from Full USPTO retrosynthesis dataset with 1.9M reactions from patents (1976-2016). The task is: Predict the reactants needed to synthesize the given product. (1) The reactants are: [ClH:1].[CH3:2][O:3][C:4]1[CH:5]=[C:6](/[C:12](=[CH:15]/[C:16]2[CH:17]=[N:18][CH:19]=[CH:20][CH:21]=2)/[C:13]#[N:14])[CH:7]=[CH:8][C:9]=1[O:10][CH3:11]. Given the product [ClH:1].[CH3:2][O:3][C:4]1[CH:5]=[C:6](/[C:12](=[CH:15]/[C:16]2[CH:17]=[N:18][CH:19]=[CH:20][CH:21]=2)/[C:13]#[N:14])[CH:7]=[CH:8][C:9]=1[O:10][CH3:11], predict the reactants needed to synthesize it. (2) Given the product [CH2:14]([N:21]1[CH2:26][CH2:25][C:24]([C:2]2[CH:7]=[CH:6][C:5]([Br:8])=[CH:4][CH:3]=2)([OH:27])[CH:23]([CH3:28])[CH2:22]1)[C:15]1[CH:16]=[CH:17][CH:18]=[CH:19][CH:20]=1, predict the reactants needed to synthesize it. The reactants are: Br[C:2]1[CH:7]=[CH:6][C:5]([Br:8])=[CH:4][CH:3]=1.[Li]CCCC.[CH2:14]([N:21]1[CH2:26][CH2:25][C:24](=[O:27])[CH:23]([CH3:28])[CH2:22]1)[C:15]1[CH:20]=[CH:19][CH:18]=[CH:17][CH:16]=1. (3) Given the product [N:1]1([CH2:7][CH2:8][CH2:9][NH2:10])[CH2:6][CH2:5][S:4][CH2:3][CH2:2]1, predict the reactants needed to synthesize it. The reactants are: [N:1]1([CH2:7][CH2:8][CH2:9][N:10]2C(=O)C3C(=CC=CC=3)C2=O)[CH2:6][CH2:5][S:4][CH2:3][CH2:2]1.O.NN. (4) Given the product [Cl:15][C:8]1[CH:9]=[C:10]([Cl:14])[CH:11]=[C:12]([Cl:13])[C:7]=1[CH2:6][CH2:5][C:4](=[O:16])[CH3:18], predict the reactants needed to synthesize it. The reactants are: CON(C)[C:4](=[O:16])[CH2:5][CH2:6][C:7]1[C:12]([Cl:13])=[CH:11][C:10]([Cl:14])=[CH:9][C:8]=1[Cl:15].[CH3:18]COCC. (5) Given the product [CH3:1][O:2][C:3]1[C:23]([O:24][CH3:25])=[CH:22][C:6]2[C:7]([OH:21])=[CH:8][C:9]3[C:10]([CH3:20])([CH3:19])[C:11]4[CH:12]=[C:13]([C:29]5[CH:30]=[CH:31][CH:32]=[CH:33][C:28]=5[O:27][CH3:26])[CH:14]=[CH:15][C:16]=4[C:17]=3[C:5]=2[CH:4]=1, predict the reactants needed to synthesize it. The reactants are: [CH3:1][O:2][C:3]1[C:23]([O:24][CH3:25])=[CH:22][C:6]2[C:7]([OH:21])=[CH:8][C:9]3[C:10]([CH3:20])([CH3:19])[C:11]4[CH:12]=[C:13](Br)[CH:14]=[CH:15][C:16]=4[C:17]=3[C:5]=2[CH:4]=1.[CH3:26][O:27][C:28]1[CH:33]=[CH:32][CH:31]=[CH:30][C:29]=1B(O)O.C(=O)([O-])[O-].[Na+].[Na+].COC.